From a dataset of Catalyst prediction with 721,799 reactions and 888 catalyst types from USPTO. Predict which catalyst facilitates the given reaction. (1) Reactant: [CH3:1][C:2]([C:9]1[CH:14]=[CH:13][C:12]([C:15]2([C:20]3[CH:25]=[CH:24][CH:23]=[CH:22][CH:21]=3)[O:19][CH2:18][CH2:17][O:16]2)=[CH:11][CH:10]=1)([CH3:8])[CH2:3][C:4]([O:6]C)=[O:5].O.O.[OH-].[Li+]. Product: [CH3:8][C:2]([C:9]1[CH:14]=[CH:13][C:12]([C:15]2([C:20]3[CH:25]=[CH:24][CH:23]=[CH:22][CH:21]=3)[O:19][CH2:18][CH2:17][O:16]2)=[CH:11][CH:10]=1)([CH3:1])[CH2:3][C:4]([OH:6])=[O:5]. The catalyst class is: 83. (2) Reactant: C([O:8][N:9]1[C:15](=[O:16])[N:14]2[CH2:17][C@H:10]1[CH2:11][CH2:12][C@H:13]2[C:18]([NH:20][O:21][CH2:22][CH:23]1[O:28][CH2:27][CH2:26][N:25]([C:29]([O:31][C:32]([CH3:35])([CH3:34])[CH3:33])=[O:30])[CH2:24]1)=[O:19])C1C=CC=CC=1. Product: [OH:8][N:9]1[C:15](=[O:16])[N:14]2[CH2:17][C@H:10]1[CH2:11][CH2:12][C@H:13]2[C:18]([NH:20][O:21][CH2:22][CH:23]1[O:28][CH2:27][CH2:26][N:25]([C:29]([O:31][C:32]([CH3:35])([CH3:34])[CH3:33])=[O:30])[CH2:24]1)=[O:19]. The catalyst class is: 19. (3) Reactant: [C:1]1([OH:7])[CH:6]=[CH:5][CH:4]=[CH:3][CH:2]=1. Product: [C:1]1(=[O:7])[CH2:6][CH2:5][CH2:4][CH2:3][CH2:2]1.[CH:1]1[CH2:6][CH2:5][CH2:4][CH2:3][CH:2]=1. The catalyst class is: 244. (4) Reactant: [C:1]1([NH:7][N:8]=[CH:9][C:10](O)=O)[CH:6]=[CH:5][CH:4]=[CH:3][CH:2]=1.C1C(=O)N([Br:20])C(=O)C1.[C:21]([O:25][CH3:26])(=[O:24])[C:22]#C.C(N(CC)CC)C. Product: [Br:20][C:9]1[CH:10]=[C:22]([C:21]([O:25][CH3:26])=[O:24])[N:7]([C:1]2[CH:2]=[CH:3][CH:4]=[CH:5][CH:6]=2)[N:8]=1. The catalyst class is: 18. (5) Reactant: [NH2:1][C:2]([C:4]1[CH:5]=[C:6](Br)[CH:7]=[C:8]2[C:12]=1[NH:11][N:10]=[C:9]2[CH:13]1[CH2:18][CH2:17][N:16]([C:19]([O:21][C:22]([CH3:25])([CH3:24])[CH3:23])=[O:20])[CH2:15][CH2:14]1)=[O:3].[F:27][C:28]1[CH:29]=[C:30](B(O)O)[CH:31]=[CH:32][CH:33]=1.C(=O)([O-])[O-].[K+].[K+]. Product: [NH2:1][C:2]([C:4]1[CH:5]=[C:6]([C:32]2[CH:31]=[CH:30][CH:29]=[C:28]([F:27])[CH:33]=2)[CH:7]=[C:8]2[C:12]=1[NH:11][N:10]=[C:9]2[CH:13]1[CH2:18][CH2:17][N:16]([C:19]([O:21][C:22]([CH3:25])([CH3:24])[CH3:23])=[O:20])[CH2:15][CH2:14]1)=[O:3]. The catalyst class is: 70.